This data is from Catalyst prediction with 721,799 reactions and 888 catalyst types from USPTO. The task is: Predict which catalyst facilitates the given reaction. (1) Reactant: [F:1][C:2]([F:21])([F:20])[C:3]1[C:11]2[CH2:10][CH2:9][CH2:8][CH2:7][C:6]=2[N:5]([C:12]2[CH:17]=[CH:16][C:15]([CH2:18]O)=[CH:14][CH:13]=2)[N:4]=1.C(N(CC)CC)C.CS([Cl:33])(=O)=O. Product: [Cl:33][CH2:18][C:15]1[CH:16]=[CH:17][C:12]([N:5]2[C:6]3[CH2:7][CH2:8][CH2:9][CH2:10][C:11]=3[C:3]([C:2]([F:21])([F:20])[F:1])=[N:4]2)=[CH:13][CH:14]=1. The catalyst class is: 4. (2) Reactant: [CH3:1][O:2][C:3]1[CH:4]=[CH:5][C:6]2[NH:12][C:11](=[O:13])[N:10]([CH:14]3[CH2:19][CH2:18][N:17]([C:20]4[N:25]=[CH:24][N:23]=[C:22]([C:26]([OH:28])=O)[CH:21]=4)[CH2:16][CH2:15]3)[CH2:9][CH2:8][C:7]=2[CH:29]=1.Cl.[NH:31]1[C:40]2[CH2:39][CH2:38][NH:37][CH2:36][CH2:35][C:34]=2[CH:33]=[N:32]1.CN(C(ON1N=NC2C=CC=NC1=2)=[N+](C)C)C.F[P-](F)(F)(F)(F)F. The catalyst class is: 3. Product: [NH:31]1[C:40]2[CH2:39][CH2:38][N:37]([C:26]([C:22]3[N:23]=[CH:24][N:25]=[C:20]([N:17]4[CH2:18][CH2:19][CH:14]([N:10]5[CH2:9][CH2:8][C:7]6[CH:29]=[C:3]([O:2][CH3:1])[CH:4]=[CH:5][C:6]=6[NH:12][C:11]5=[O:13])[CH2:15][CH2:16]4)[CH:21]=3)=[O:28])[CH2:36][CH2:35][C:34]=2[CH:33]=[N:32]1. (3) Reactant: Cl.[Br:2][C:3]1[CH:16]=[CH:15][C:6]([O:7][CH2:8][CH:9]2[CH2:14][CH2:13][NH:12][CH2:11][CH2:10]2)=[CH:5][CH:4]=1.[CH3:17][CH:18]1[CH2:20][O:19]1.C([O-])([O-])=O.[K+].[K+].O. Product: [Br:2][C:3]1[CH:4]=[CH:5][C:6]([O:7][CH2:8][CH:9]2[CH2:10][CH2:11][N:12]([CH2:17][CH:18]([OH:19])[CH3:20])[CH2:13][CH2:14]2)=[CH:15][CH:16]=1. The catalyst class is: 14. (4) Reactant: [C@H:1]1([C:15]([O:17]CC2C=CC=CC=2)=[O:16])[CH2:4][C@@H:3]([C:5]([O:7]CC2C=CC=CC=2)=[O:6])[CH2:2]1. Product: [C@H:1]1([C:15]([OH:17])=[O:16])[CH2:4][C@@H:3]([C:5]([OH:7])=[O:6])[CH2:2]1. The catalyst class is: 129. (5) Reactant: [NH2:1][C:2]1[N:7]=[CH:6][C:5]([C:8]2[CH:9]=[C:10]3[C:15](=[C:16]([NH:18][CH:19]4[CH2:22][O:21][CH2:20]4)[N:17]=2)[C:14](=[O:23])[NH:13][CH:12]=[CH:11]3)=[CH:4][N:3]=1.C([O-])([O-])=O.[Cs+].[Cs+].[I-].[Na+].Cl[CH2:33][C:34]1([CH3:38])[CH2:37][O:36][CH2:35]1. Product: [NH2:1][C:2]1[N:3]=[CH:4][C:5]([C:8]2[CH:9]=[C:10]3[C:15](=[C:16]([NH:18][CH:19]4[CH2:20][O:21][CH2:22]4)[N:17]=2)[C:14](=[O:23])[N:13]([CH2:33][C:34]2([CH3:38])[CH2:37][O:36][CH2:35]2)[CH:12]=[CH:11]3)=[CH:6][N:7]=1. The catalyst class is: 18. (6) The catalyst class is: 7. Reactant: CS([C:5]1[N:9]=[C:8]([N:10]2[CH2:15][CH2:14][S:13][CH2:12][CH2:11]2)[S:7][N:6]=1)(=O)=O.[CH2:16]([OH:20])[C:17]#[C:18][CH3:19].[H-].[Na+]. Product: [CH2:16]([O:20][C:5]1[N:9]=[C:8]([N:10]2[CH2:11][CH2:12][S:13][CH2:14][CH2:15]2)[S:7][N:6]=1)[C:17]#[C:18][CH3:19]. (7) Reactant: O=[C:2]([N:4]1[CH2:9][CH2:8][C:7]([C:12]2[CH:17]=[CH:16][C:15]([Cl:18])=[C:14]([Cl:19])[CH:13]=2)([C:10]#[N:11])[CH2:6][CH2:5]1)[CH3:3].Cl. Product: [CH2:2]([N:4]1[CH2:9][CH2:8][C:7]([CH2:10][NH2:11])([C:12]2[CH:17]=[CH:16][C:15]([Cl:18])=[C:14]([Cl:19])[CH:13]=2)[CH2:6][CH2:5]1)[CH3:3]. The catalyst class is: 1.